This data is from Reaction yield outcomes from USPTO patents with 853,638 reactions. The task is: Predict the reaction yield, written as a fraction of the theoretical maximum amount of product (1.0 means a 100% yield; for example, 0.34 means a 34% yield). The reactants are [N:1]1([C:7]2[N:15]=[C:14]([C:16]3[CH:17]=[C:18]([OH:22])[CH:19]=[N:20][CH:21]=3)[N:13]=[C:12]3[C:8]=2[N:9]=[CH:10][N:11]3[CH:23]2[CH2:28][CH2:27][NH:26][CH2:25][CH2:24]2)[CH2:6][CH2:5][O:4][CH2:3][CH2:2]1.[C:29]1([CH3:37])[CH:34]=[CH:33][C:32]([CH:35]=O)=[CH:31][CH:30]=1. No catalyst specified. The product is [CH3:37][C:29]1[CH:34]=[CH:33][C:32]([CH2:35][N:26]2[CH2:27][CH2:28][CH:23]([N:11]3[CH:10]=[N:9][C:8]4[C:12]3=[N:13][C:14]([C:16]3[CH:17]=[C:18]([OH:22])[CH:19]=[N:20][CH:21]=3)=[N:15][C:7]=4[N:1]3[CH2:2][CH2:3][O:4][CH2:5][CH2:6]3)[CH2:24][CH2:25]2)=[CH:31][CH:30]=1. The yield is 0.660.